From a dataset of Merck oncology drug combination screen with 23,052 pairs across 39 cell lines. Regression. Given two drug SMILES strings and cell line genomic features, predict the synergy score measuring deviation from expected non-interaction effect. (1) Cell line: COLO320DM. Drug 1: COC12C(COC(N)=O)C3=C(C(=O)C(C)=C(N)C3=O)N1CC1NC12. Synergy scores: synergy=-1.68. Drug 2: Cn1nnc2c(C(N)=O)ncn2c1=O. (2) Drug 2: COC12C(COC(N)=O)C3=C(C(=O)C(C)=C(N)C3=O)N1CC1NC12. Cell line: HT144. Synergy scores: synergy=-9.49. Drug 1: CN1C(=O)C=CC2(C)C3CCC4(C)C(NC(=O)OCC(F)(F)F)CCC4C3CCC12. (3) Cell line: PA1. Drug 2: NC1(c2ccc(-c3nc4ccn5c(=O)[nH]nc5c4cc3-c3ccccc3)cc2)CCC1. Drug 1: CC1CC2C3CCC4=CC(=O)C=CC4(C)C3(F)C(O)CC2(C)C1(O)C(=O)CO. Synergy scores: synergy=26.6. (4) Drug 1: COC1CC2CCC(C)C(O)(O2)C(=O)C(=O)N2CCCCC2C(=O)OC(C(C)CC2CCC(OP(C)(C)=O)C(OC)C2)CC(=O)C(C)C=C(C)C(O)C(OC)C(=O)C(C)CC(C)C=CC=CC=C1C. Drug 2: COC1=C2CC(C)CC(OC)C(O)C(C)C=C(C)C(OC(N)=O)C(OC)C=CC=C(C)C(=O)NC(=CC1=O)C2=O. Cell line: OV90. Synergy scores: synergy=19.1. (5) Drug 1: CCC1=CC2CN(C1)Cc1c([nH]c3ccccc13)C(C(=O)OC)(c1cc3c(cc1OC)N(C)C1C(O)(C(=O)OC)C(OC(C)=O)C4(CC)C=CCN5CCC31C54)C2. Drug 2: C=CCn1c(=O)c2cnc(Nc3ccc(N4CCN(C)CC4)cc3)nc2n1-c1cccc(C(C)(C)O)n1. Cell line: LOVO. Synergy scores: synergy=3.38. (6) Drug 1: CC(=O)OC1C(=O)C2(C)C(O)CC3OCC3(OC(C)=O)C2C(OC(=O)c2ccccc2)C2(O)CC(OC(=O)C(O)C(NC(=O)c3ccccc3)c3ccccc3)C(C)=C1C2(C)C. Drug 2: CS(=O)(=O)CCNCc1ccc(-c2ccc3ncnc(Nc4ccc(OCc5cccc(F)c5)c(Cl)c4)c3c2)o1. Cell line: RKO. Synergy scores: synergy=-10.6. (7) Drug 1: CN(Cc1cnc2nc(N)nc(N)c2n1)c1ccc(C(=O)NC(CCC(=O)O)C(=O)O)cc1. Drug 2: O=C(NOCC(O)CO)c1ccc(F)c(F)c1Nc1ccc(I)cc1F. Cell line: NCIH2122. Synergy scores: synergy=-2.11. (8) Drug 1: COC1=C2CC(C)CC(OC)C(O)C(C)C=C(C)C(OC(N)=O)C(OC)C=CC=C(C)C(=O)NC(=CC1=O)C2=O. Drug 2: CNC(=O)c1cc(Oc2ccc(NC(=O)Nc3ccc(Cl)c(C(F)(F)F)c3)cc2)ccn1. Cell line: LOVO. Synergy scores: synergy=-8.42.